Dataset: Forward reaction prediction with 1.9M reactions from USPTO patents (1976-2016). Task: Predict the product of the given reaction. (1) Given the reactants [F:1][C:2]([F:22])([F:21])[S:3][C:4]1[CH:20]=[CH:19][C:7]([CH2:8][O:9][CH2:10][C:11]2[O:15][N:14]=[C:13]([C:16]([OH:18])=O)[CH:12]=2)=[CH:6][CH:5]=1.C(N(CC)CC)C.Cl.C(N=C=NCCCN(C)C)C.ON1C2C=CC=CC=2N=N1.[O:52]1[CH2:56][CH2:55][CH:54]([CH2:57][NH2:58])[CH2:53]1, predict the reaction product. The product is: [O:52]1[CH2:56][CH2:55][CH:54]([CH2:57][NH:58][C:16]([C:13]2[CH:12]=[C:11]([CH2:10][O:9][CH2:8][C:7]3[CH:6]=[CH:5][C:4]([S:3][C:2]([F:1])([F:22])[F:21])=[CH:20][CH:19]=3)[O:15][N:14]=2)=[O:18])[CH2:53]1. (2) Given the reactants [Cl:1][C:2]1[N:3]=[C:4](Cl)[C:5]2[S:10][CH2:9][CH2:8][C:6]=2[N:7]=1.Cl.[NH2:13][C@@H:14]([C:18]([NH2:20])=[O:19])[CH:15]([CH3:17])[CH3:16].C(N(C(C)C)CC)(C)C.O, predict the reaction product. The product is: [Cl:1][C:2]1[N:3]=[C:4]([NH:13][C@H:14]([CH:15]([CH3:17])[CH3:16])[C:18]([NH2:20])=[O:19])[C:5]2[S:10][CH2:9][CH2:8][C:6]=2[N:7]=1.